Dataset: Forward reaction prediction with 1.9M reactions from USPTO patents (1976-2016). Task: Predict the product of the given reaction. (1) Given the reactants [CH2:1]([O:8][C:9]1[N:14]=[N:13][C:12]([CH2:15][CH2:16][C:17]2[CH:22]=[CH:21][C:20]([CH2:23][CH2:24][OH:25])=[CH:19][CH:18]=2)=[CH:11][CH:10]=1)[C:2]1[CH:7]=[CH:6][CH:5]=[CH:4][CH:3]=1.[CH3:26][S:27](Cl)(=[O:29])=[O:28], predict the reaction product. The product is: [CH2:1]([O:8][C:9]1[N:14]=[N:13][C:12]([CH2:15][CH2:16][C:17]2[CH:22]=[CH:21][C:20]([CH2:23][CH2:24][O:25][S:27]([CH3:26])(=[O:29])=[O:28])=[CH:19][CH:18]=2)=[CH:11][CH:10]=1)[C:2]1[CH:7]=[CH:6][CH:5]=[CH:4][CH:3]=1. (2) Given the reactants [NH:1]1[C:10]2[C:5](=[CH:6][CH:7]=[CH:8][CH:9]=2)[CH2:4][CH2:3][CH2:2]1.[Li][CH2:12][CH2:13][CH2:14][CH3:15].C(=O)=O.C([Li])(C)(C)C.[CH3:24][C:25]1(C)[C:29](=O)C=[CH:27][C:26]1(C)C, predict the reaction product. The product is: [CH3:12][CH:13]1[C:24]([C:6]2[CH:7]=[CH:8][CH:9]=[C:10]3[C:5]=2[CH2:4][CH2:3][CH2:2][NH:1]3)=[C:25]([CH3:29])[C:26]([CH3:27])=[C:14]1[CH3:15].